Dataset: Merck oncology drug combination screen with 23,052 pairs across 39 cell lines. Task: Regression. Given two drug SMILES strings and cell line genomic features, predict the synergy score measuring deviation from expected non-interaction effect. Drug 1: CCN(CC)CCNC(=O)c1c(C)[nH]c(C=C2C(=O)Nc3ccc(F)cc32)c1C. Drug 2: Cn1cc(-c2cnn3c(N)c(Br)c(C4CCCNC4)nc23)cn1. Cell line: OVCAR3. Synergy scores: synergy=4.99.